Dataset: Catalyst prediction with 721,799 reactions and 888 catalyst types from USPTO. Task: Predict which catalyst facilitates the given reaction. (1) Reactant: [CH2:1]([O:3][C:4]([N:6]1[CH2:11][CH2:10][N:9]([C:12](=[O:38])[C@@H:13]([NH:23][C:24]([C:26]2[CH:30]=[C:29]([OH:31])[N:28]([C:32]3[CH:37]=[CH:36][CH:35]=[CH:34][CH:33]=3)[N:27]=2)=[O:25])[CH2:14][CH2:15][C:16]([O:18][C:19]([CH3:22])([CH3:21])[CH3:20])=[O:17])[CH2:8][CH2:7]1)=[O:5])[CH3:2].C(=O)([O-])[O-].[Cs+].[Cs+].[CH2:45]([O:47][C:48](=[O:51])[CH2:49]Br)[CH3:46]. Product: [CH2:1]([O:3][C:4]([N:6]1[CH2:11][CH2:10][N:9]([C:12](=[O:38])[C@@H:13]([NH:23][C:24]([C:26]2[CH:30]=[C:29]([O:31][CH2:49][C:48]([O:47][CH2:45][CH3:46])=[O:51])[N:28]([C:32]3[CH:37]=[CH:36][CH:35]=[CH:34][CH:33]=3)[N:27]=2)=[O:25])[CH2:14][CH2:15][C:16]([O:18][C:19]([CH3:22])([CH3:21])[CH3:20])=[O:17])[CH2:8][CH2:7]1)=[O:5])[CH3:2]. The catalyst class is: 18. (2) Reactant: [CH2:1]([N:4]1[CH:8]=[C:7]([Br:9])[C:6]([C:10]#[N:11])=[N:5]1)[CH:2]=[CH2:3].C([N-]C(C)C)(C)C.[Li+].[F:20][C:21]([F:41])([F:40])[C:22]([C:24]1[CH:25]=[C:26]2[C:30](=[CH:31][CH:32]=1)[N:29]([C:33]1[CH:38]=[CH:37][C:36]([F:39])=[CH:35][CH:34]=1)[N:28]=[CH:27]2)=[O:23]. Product: [CH2:1]([N:4]1[C:8]([C:22]([C:24]2[CH:25]=[C:26]3[C:30](=[CH:31][CH:32]=2)[N:29]([C:33]2[CH:38]=[CH:37][C:36]([F:39])=[CH:35][CH:34]=2)[N:28]=[CH:27]3)([OH:23])[C:21]([F:40])([F:20])[F:41])=[C:7]([Br:9])[C:6]([C:10]#[N:11])=[N:5]1)[CH:2]=[CH2:3]. The catalyst class is: 1. (3) Reactant: [CH2:1]([C:5]1[N:9]([CH2:10][C:11]2[CH:16]=[CH:15][C:14]([C:17]3[CH:22]=[CH:21][CH:20]=[CH:19][C:18]=3[C:23]3[N:24]=[N:25][N:26](C(C)(C4C=CC=CC=4)C)[N:27]=3)=[CH:13][CH:12]=2)[C:8]([CH2:37][OH:38])=[C:7]([Cl:39])[N:6]=1)[CH2:2][CH2:3][CH3:4]. The catalyst class is: 4. Product: [CH3:4][CH2:3][CH2:2][CH2:1][C:5]1[N:9]([CH2:10][C:11]2[CH:16]=[CH:15][C:14]([C:17]3[CH:22]=[CH:21][CH:20]=[CH:19][C:18]=3[C:23]3[N:27]=[N:26][NH:25][N:24]=3)=[CH:13][CH:12]=2)[C:8]([CH2:37][OH:38])=[C:7]([Cl:39])[N:6]=1. (4) Reactant: CC(C)([O-])C.[K+].[OH:7][CH:8]1[CH2:13][CH2:12][CH:11]([C:14]([O:16][C:17]([CH3:20])([CH3:19])[CH3:18])=[O:15])[CH2:10][CH2:9]1.F[C:22]1[CH:27]=[CH:26][C:25]([N+:28]([O-:30])=[O:29])=[CH:24][N:23]=1. Product: [N+:28]([C:25]1[CH:26]=[CH:27][C:22]([O:7][CH:8]2[CH2:9][CH2:10][CH:11]([C:14]([O:16][C:17]([CH3:20])([CH3:19])[CH3:18])=[O:15])[CH2:12][CH2:13]2)=[N:23][CH:24]=1)([O-:30])=[O:29]. The catalyst class is: 1.